Dataset: Drug-target binding data from BindingDB using Ki measurements. Task: Regression. Given a target protein amino acid sequence and a drug SMILES string, predict the binding affinity score between them. We predict pKi (pKi = -log10(Ki in M); higher means stronger inhibition). Dataset: bindingdb_ki. The target protein sequence is MGARIPRGARLSANMGARIPCGARLSANMGARIPCGARLSANMGARIPSGARLSANMGARIPRGASLSANMGARIPSGARLSANMGARIPSGARLSANMGARIPRGARLSANMGARAQTLLLLLGGFFSTAFCHIETRAHAEERLLKGLFSGYNKWSRPVANISDAVMVRFGLSIAQLIDVDEKNQMMTTNVWVKQEWHDYKLRWDPLEYENVTSIRIPSELIWRPDIVLYNNADGDFAVTHLTKAHLFHDGRIKWTPPAIYKSSCSIDVTFFPFDQQNCTMKFGSWTYDRAKIDLISMHSHVDQLDYWESGEWVIVNAVGNYNIKKYECCTEIYSDITYSFIIRRLPLFYTINLIIPCLLISCLTVLVFYLPSECGEKITLCISVLLSLTVFLLLITEIIPSTSLVIPLIGEYLLFTMIFVTLFIIITVFVLNVHHRSPRTHTMPAWVRRTFLDVVPRVLFMKRPAKDNCKKLIESLHARSFNPPPRLWSEAEIEPAFA.... The small molecule is O=S(=O)(Oc1ccc([C@H]2CC3CCC2N3)cn1)C(F)(F)F. The pKi is 7.0.